From a dataset of Forward reaction prediction with 1.9M reactions from USPTO patents (1976-2016). Predict the product of the given reaction. (1) Given the reactants C([Li])CCC.[F:6][C:7]1[CH:12]=[CH:11][CH:10]=[CH:9][C:8]=1[F:13].[CH:14](=[O:23])[CH2:15][CH2:16][CH2:17][CH2:18][CH2:19][CH2:20][CH2:21][CH3:22].[Cl-].[NH4+], predict the reaction product. The product is: [F:6][C:7]1[C:8]([F:13])=[CH:9][CH:10]=[CH:11][C:12]=1[CH:14]([OH:23])[CH2:15][CH2:16][CH2:17][CH2:18][CH2:19][CH2:20][CH2:21][CH3:22]. (2) Given the reactants [CH2:1]([N:3]([CH2:14][C:15]1[NH:19][C:18]2[CH:20]=[CH:21][C:22]([C:24]([NH:26][CH2:27][CH2:28][C:29]3[N:30]=[CH:31][NH:32][CH:33]=3)=[O:25])=[CH:23][C:17]=2[N:16]=1)[CH:4]1[C:13]2[N:12]=[CH:11][CH:10]=[CH:9][C:8]=2[CH2:7][CH2:6][CH2:5]1)[CH3:2].FC1[C:40]([O:41][C:42](C2C=CC3NC(CN(CC)C4C5N=CC=CC=5CCC4)=NC=3C=2)=[O:43])=C(F)C(F)=C(F)C=1F.COC(=O)[C@H](CC1N=CNC=1)N, predict the reaction product. The product is: [CH2:1]([N:3]([CH2:14][C:15]1[NH:19][C:18]2[CH:20]=[CH:21][C:22]([C:24]([NH:26][C@H:27]([C:42]([O:41][CH3:40])=[O:43])[CH2:28][C:29]3[N:30]=[CH:31][NH:32][CH:33]=3)=[O:25])=[CH:23][C:17]=2[N:16]=1)[CH:4]1[C:13]2[N:12]=[CH:11][CH:10]=[CH:9][C:8]=2[CH2:7][CH2:6][CH2:5]1)[CH3:2]. (3) Given the reactants [CH3:1][C:2]1[C:3]([OH:11])=[C:4]([CH3:10])[C:5]([CH3:9])=[C:6]([CH:8]=1)[OH:7].[CH3:12][CH:13]([CH2:15][CH2:16][CH2:17][CH:18]([CH2:20][CH2:21][CH2:22][CH:23]([CH2:25][CH2:26][CH2:27][C:28](O)([CH:30]=C)[CH3:29])[CH3:24])[CH3:19])[CH3:14].[C:33](O)(=O)C, predict the reaction product. The product is: [CH2:1]([C:2]1[C:3]([OH:11])=[C:4]([CH3:10])[C:5]([CH3:9])=[C:6]([OH:7])[C:8]=1[CH3:33])/[CH:12]=[C:13](/[CH2:15][CH2:16][CH2:17][C@@H:18]([CH2:20][CH2:21][CH2:22][C@@H:23]([CH2:25][CH2:26][CH2:27][CH:28]([CH3:30])[CH3:29])[CH3:24])[CH3:19])\[CH3:14].